This data is from NCI-60 drug combinations with 297,098 pairs across 59 cell lines. The task is: Regression. Given two drug SMILES strings and cell line genomic features, predict the synergy score measuring deviation from expected non-interaction effect. (1) Drug 1: C1CN1P(=S)(N2CC2)N3CC3. Drug 2: CN1C(=O)N2C=NC(=C2N=N1)C(=O)N. Cell line: HCC-2998. Synergy scores: CSS=3.08, Synergy_ZIP=-3.64, Synergy_Bliss=1.98, Synergy_Loewe=-4.45, Synergy_HSA=-1.18. (2) Drug 1: C1CCN(CC1)CCOC2=CC=C(C=C2)C(=O)C3=C(SC4=C3C=CC(=C4)O)C5=CC=C(C=C5)O. Drug 2: CC1=C(C=C(C=C1)NC(=O)C2=CC=C(C=C2)CN3CCN(CC3)C)NC4=NC=CC(=N4)C5=CN=CC=C5. Cell line: EKVX. Synergy scores: CSS=-4.72, Synergy_ZIP=7.26, Synergy_Bliss=5.27, Synergy_Loewe=-0.916, Synergy_HSA=-3.50.